Dataset: NCI-60 drug combinations with 297,098 pairs across 59 cell lines. Task: Regression. Given two drug SMILES strings and cell line genomic features, predict the synergy score measuring deviation from expected non-interaction effect. (1) Drug 1: C1CCC(C1)C(CC#N)N2C=C(C=N2)C3=C4C=CNC4=NC=N3. Drug 2: CCC1=C2CN3C(=CC4=C(C3=O)COC(=O)C4(CC)O)C2=NC5=C1C=C(C=C5)O. Cell line: SK-MEL-2. Synergy scores: CSS=12.5, Synergy_ZIP=1.90, Synergy_Bliss=2.48, Synergy_Loewe=-21.4, Synergy_HSA=-2.83. (2) Drug 1: CC=C1C(=O)NC(C(=O)OC2CC(=O)NC(C(=O)NC(CSSCCC=C2)C(=O)N1)C(C)C)C(C)C. Drug 2: C1=NC2=C(N1)C(=S)N=CN2. Cell line: HOP-92. Synergy scores: CSS=47.4, Synergy_ZIP=-2.85, Synergy_Bliss=-3.43, Synergy_Loewe=5.16, Synergy_HSA=2.93. (3) Drug 1: C(CN)CNCCSP(=O)(O)O. Drug 2: CC1C(C(CC(O1)OC2CC(CC3=C2C(=C4C(=C3O)C(=O)C5=C(C4=O)C(=CC=C5)OC)O)(C(=O)CO)O)N)O.Cl. Cell line: NCI-H522. Synergy scores: CSS=58.1, Synergy_ZIP=3.62, Synergy_Bliss=5.47, Synergy_Loewe=-44.7, Synergy_HSA=5.71. (4) Drug 1: CC12CCC3C(C1CCC2=O)CC(=C)C4=CC(=O)C=CC34C. Drug 2: N.N.Cl[Pt+2]Cl. Cell line: A549. Synergy scores: CSS=29.7, Synergy_ZIP=0.540, Synergy_Bliss=1.08, Synergy_Loewe=-1.20, Synergy_HSA=0.177.